From a dataset of Forward reaction prediction with 1.9M reactions from USPTO patents (1976-2016). Predict the product of the given reaction. (1) Given the reactants CS([C:5]1[S:6][C:7]2[C:12]([N:13]=1)=[CH:11][CH:10]=[C:9]([C:14]1[CH:15]=[C:16]([CH:22]=[CH:23][CH:24]=1)[C:17]([O:19][CH2:20][CH3:21])=[O:18])[N:8]=2)(=O)=O.[NH3:25].CC(O)C, predict the reaction product. The product is: [NH2:25][C:5]1[S:6][C:7]2[C:12]([N:13]=1)=[CH:11][CH:10]=[C:9]([C:14]1[CH:15]=[C:16]([CH:22]=[CH:23][CH:24]=1)[C:17]([O:19][CH2:20][CH3:21])=[O:18])[N:8]=2. (2) Given the reactants O=[CH:2][CH2:3][C:4]([CH:6]1[CH2:10][CH2:9][CH2:8][N:7]1[C:11]([O:13]C(C)(C)C)=O)=O.C([C:20]1[CH:25]=[CH:24][C:23]([S:26]([NH:29][CH2:30][C:31]2[O:32][CH:33]=[CH:34][CH:35]=2)(=[O:28])=[O:27])=[CH:22][CH:21]=1)=O.N1CCCCC1.C(OC)(OC)OC.[NH2:49]/[C:50](/[CH2:57][CH2:58][C:59]1[CH:64]=[CH:63][C:62]([C:65]([F:68])([F:67])[F:66])=[CH:61][CH:60]=1)=[CH:51]\[C:52]([O:54][CH2:55][CH3:56])=[O:53].C(C1C(=O)C(Cl)=C(Cl)C(=O)C=1C#N)#N, predict the reaction product. The product is: [O:32]1[CH:33]=[CH:34][CH:35]=[C:31]1[CH2:30][NH:29][S:26]([C:23]1[CH:22]=[CH:21][C:20]([C:2]2[C:3]3[C:11](=[O:13])[N:7]4[C@H:6]([C:4]=3[N:49]=[C:50]([CH2:57][CH2:58][C:59]3[CH:60]=[CH:61][C:62]([C:65]([F:66])([F:67])[F:68])=[CH:63][CH:64]=3)[C:51]=2[C:52]([O:54][CH2:55][CH3:56])=[O:53])[CH2:10][CH2:9][CH2:8]4)=[CH:25][CH:24]=1)(=[O:27])=[O:28]. (3) Given the reactants O.C(O)(=O)C.[F:6][C:7]1[CH:12]=[CH:11][CH:10]=[CH:9][C:8]=1[C:13]12[CH2:20][O:19][CH:18]([C:21]([F:24])([F:23])[F:22])[CH:17]1[CH2:16][O:15][NH:14]2.[NH4+].[OH-], predict the reaction product. The product is: [NH2:14][C@@:13]1([C:8]2[CH:9]=[CH:10][CH:11]=[CH:12][C:7]=2[F:6])[CH2:20][O:19][C@H:18]([C:21]([F:24])([F:22])[F:23])[C@H:17]1[CH2:16][OH:15]. (4) The product is: [CH3:31][O:30][N:29]([CH3:28])[C:7](=[O:9])[CH2:6][C:2]1[S:1][CH:5]=[CH:4][CH:3]=1. Given the reactants [S:1]1[CH:5]=[CH:4][CH:3]=[C:2]1[CH2:6][C:7]([OH:9])=O.CN(C=O)C.C(N1C=CN=C1)(N1C=CN=C1)=O.Cl.[CH3:28][NH:29][O:30][CH3:31], predict the reaction product. (5) The product is: [C:12]([C:14]1[CH:21]=[CH:20][C:17]([CH2:18][NH:1][C:2]([CH3:11])([CH3:10])[C:3]([O:5][C:6]([CH3:9])([CH3:8])[CH3:7])=[O:4])=[C:16]([F:22])[CH:15]=1)#[N:13]. Given the reactants [NH2:1][C:2]([CH3:11])([CH3:10])[C:3]([O:5][C:6]([CH3:9])([CH3:8])[CH3:7])=[O:4].[C:12]([C:14]1[CH:21]=[CH:20][C:17]([CH2:18]Br)=[C:16]([F:22])[CH:15]=1)#[N:13].C([O-])(O)=O.[Na+].O, predict the reaction product. (6) Given the reactants [CH3:1][C:2]([O:5][C:6]([N:8]([CH3:15])[C@H:9]([C:12]([OH:14])=O)[CH2:10][OH:11])=[O:7])([CH3:4])[CH3:3].Cl.CN(C)CCCN=C=NCC.ON1C2C=CC=CC=2N=N1.[Cl:38][C:39]1[C:44]([C:45]([F:48])([F:47])[F:46])=[CH:43][CH:42]=[CH:41][C:40]=1[CH2:49][NH2:50], predict the reaction product. The product is: [Cl:38][C:39]1[C:44]([C:45]([F:47])([F:48])[F:46])=[CH:43][CH:42]=[CH:41][C:40]=1[CH2:49][NH:50][C:12](=[O:14])[CH:9]([N:8]([CH3:15])[C:6](=[O:7])[O:5][C:2]([CH3:1])([CH3:3])[CH3:4])[CH2:10][OH:11]. (7) Given the reactants Br[C:2]1[CH:7]=[CH:6][CH:5]=[CH:4][N:3]=1.C([Li])CCC.[C:13](OCC)(=[O:19])[C:14]([O:16][CH2:17][CH3:18])=[O:15], predict the reaction product. The product is: [N:3]1[CH:4]=[CH:5][CH:6]=[CH:7][C:2]=1[C:13]([C:14]([O:16][CH2:17][CH3:18])=[O:15])=[O:19]. (8) Given the reactants [Cl:1][C:2]1[CH:22]=[CH:21][C:5]([C:6]([C:8]2[N:12]([CH3:13])[C:11]([CH2:14][C:15]([O:17]CC)=[O:16])=[CH:10][C:9]=2[CH3:20])=[O:7])=[CH:4][CH:3]=1.[OH-].[Na+].Cl, predict the reaction product. The product is: [Cl:1][C:2]1[CH:22]=[CH:21][C:5]([C:6]([C:8]2[N:12]([CH3:13])[C:11]([CH2:14][C:15]([OH:17])=[O:16])=[CH:10][C:9]=2[CH3:20])=[O:7])=[CH:4][CH:3]=1. (9) Given the reactants [OH:1][C:2]1[CH:11]=[CH:10][C:5]([C:6]([NH:8][NH2:9])=[O:7])=[CH:4][CH:3]=1.[CH2:12]([C:14]1[O:18][C:17]([CH:19]=O)=[CH:16][CH:15]=1)[CH3:13], predict the reaction product. The product is: [CH2:12]([C:14]1[O:18][C:17]([CH:19]=[N:9][NH:8][C:6](=[O:7])[C:5]2[CH:10]=[CH:11][C:2]([OH:1])=[CH:3][CH:4]=2)=[CH:16][CH:15]=1)[CH3:13].